Dataset: Full USPTO retrosynthesis dataset with 1.9M reactions from patents (1976-2016). Task: Predict the reactants needed to synthesize the given product. (1) Given the product [CH3:1][O:2][C:3]1[CH:8]=[CH:7][C:6]([C:28]([NH:23][C:16]2[CH:15]=[CH:14][C:13]([N+:10]([O-:12])=[O:11])=[CH:21][CH:20]=2)=[O:22])=[CH:5][CH:4]=1, predict the reactants needed to synthesize it. The reactants are: [CH3:1][O:2][C:3]1[CH:8]=[CH:7][C:6](N)=[CH:5][CH:4]=1.[N+:10]([C:13]1[CH:21]=[CH:20][C:16](C(Cl)=O)=[CH:15][CH:14]=1)([O-:12])=[O:11].[OH2:22].[N:23]1[CH:28]=CC=CC=1. (2) The reactants are: [CH3:1][N:2]1[N:18]=[CH:17][C:16]2[NH:15][C:14](=[O:19])[C@H:13]([CH3:20])[CH:12]=[CH:11][CH2:10][C@H:9]([NH:21][C:22](=[O:28])[O:23][C:24]([CH3:27])([CH3:26])[CH3:25])[C:8]3[CH:29]=[C:4]([CH:5]=[CH:6][CH:7]=3)[C:3]1=2. Given the product [CH3:1][N:2]1[N:18]=[CH:17][C:16]2[NH:15][C:14](=[O:19])[C@H:13]([CH3:20])[CH2:12][CH2:11][CH2:10][C@H:9]([NH:21][C:22](=[O:28])[O:23][C:24]([CH3:26])([CH3:25])[CH3:27])[C:8]3[CH:29]=[C:4]([CH:5]=[CH:6][CH:7]=3)[C:3]1=2, predict the reactants needed to synthesize it. (3) Given the product [Br:1][C:2]1[CH:3]=[C:4]([CH:23]=[CH:24][CH:25]=1)[CH2:5][N:6]1[C:14]2[C:13](=[O:15])[N:12]([CH3:16])[C:11](=[O:17])[N:10]([CH3:18])[C:9]=2[N:8]=[C:7]1[CH2:19][C:20]([NH:38][CH2:39][CH2:40][OH:41])=[O:22], predict the reactants needed to synthesize it. The reactants are: [Br:1][C:2]1[CH:3]=[C:4]([CH:23]=[CH:24][CH:25]=1)[CH2:5][N:6]1[C:14]2[C:13](=[O:15])[N:12]([CH3:16])[C:11](=[O:17])[N:10]([CH3:18])[C:9]=2[N:8]=[C:7]1[CH2:19][C:20]([OH:22])=O.C(N1C=CN=C1)(N1C=CN=C1)=O.[NH2:38][CH2:39][CH2:40][OH:41]. (4) Given the product [N:1]1[CH:6]=[CH:5][CH:4]=[C:3]([NH:7][C:15](=[O:16])[O:17][C:18]2[CH:23]=[CH:22][CH:21]=[CH:20][CH:19]=2)[N:2]=1, predict the reactants needed to synthesize it. The reactants are: [N:1]1[CH:6]=[CH:5][CH:4]=[C:3]([NH2:7])[N:2]=1.N1C=CC=CC=1.Cl[C:15]([O:17][C:18]1[CH:23]=[CH:22][CH:21]=[CH:20][CH:19]=1)=[O:16]. (5) The reactants are: [OH:1][C:2]1[CH:7]=[C:6]([O:8][CH2:9][O:10][CH3:11])[CH:5]=[CH:4][C:3]=1[CH2:12][CH2:13][CH3:14].Br[CH2:16][C:17]([O:19][CH3:20])=[O:18].CN(C)C=O.[H-].[Na+]. Given the product [CH3:11][O:10][CH2:9][O:8][C:6]1[CH:5]=[CH:4][C:3]([CH2:12][CH2:13][CH3:14])=[C:2]([CH:7]=1)[O:1][CH2:16][C:17]([O:19][CH3:20])=[O:18], predict the reactants needed to synthesize it. (6) Given the product [Cl:1][C:2]1[C:3]([F:31])=[C:4]([C@@H:8]2[C@:12]([C:15]3[CH:20]=[CH:19][C:18]([Cl:21])=[CH:17][C:16]=3[F:22])([C:13]#[N:14])[C@H:11]([CH2:23][C:24]([CH3:25])([CH3:26])[CH3:27])[NH:10][C@H:9]2[C:28]([N:65]2[CH2:70][CH2:69][CH:68]([CH2:71][C:72]([NH2:74])=[O:73])[CH2:67][CH2:66]2)=[O:30])[CH:5]=[CH:6][CH:7]=1, predict the reactants needed to synthesize it. The reactants are: [Cl:1][C:2]1[C:3]([F:31])=[C:4]([CH:8]2[C:12]([C:15]3[CH:20]=[CH:19][C:18]([Cl:21])=[CH:17][C:16]=3[F:22])([C:13]#[N:14])[CH:11]([CH2:23][C:24]([CH3:27])([CH3:26])[CH3:25])[NH:10][CH:9]2[C:28]([OH:30])=O)[CH:5]=[CH:6][CH:7]=1.CN(C(ON1N=NC2C=CC=NC1=2)=[N+](C)C)C.F[P-](F)(F)(F)(F)F.CCN(C(C)C)C(C)C.[NH:65]1[CH2:70][CH2:69][CH:68]([CH2:71][C:72]([NH2:74])=[O:73])[CH2:67][CH2:66]1. (7) Given the product [CH2:1]([O:8][C:9]([NH:11][C@H:12]1[CH2:15][C@@H:14]([C:16]([NH:18][C@:19]23[CH2:54][CH2:53][C@@H:52]([C:55]([CH3:57])=[CH2:56])[C@@H:20]2[C@@H:21]2[C@@:34]([CH3:37])([CH2:35][CH2:36]3)[C@@:33]3([CH3:38])[C@@H:24]([C@:25]4([CH3:51])[C@@H:30]([CH2:31][CH2:32]3)[C:29]([CH3:40])([CH3:39])[C:28]([C:41]3[CH:50]=[CH:49][C:44]([C:45]([OH:47])=[O:46])=[CH:43][CH:42]=3)=[CH:27][CH2:26]4)[CH2:23][CH2:22]2)=[O:17])[C:13]1([CH3:59])[CH3:58])=[O:10])[C:2]1[CH:3]=[CH:4][CH:5]=[CH:6][CH:7]=1, predict the reactants needed to synthesize it. The reactants are: [CH2:1]([O:8][C:9]([NH:11][C@H:12]1[CH2:15][C@@H:14]([C:16]([NH:18][C@:19]23[CH2:54][CH2:53][C@@H:52]([C:55]([CH3:57])=[CH2:56])[C@@H:20]2[C@@H:21]2[C@@:34]([CH3:37])([CH2:35][CH2:36]3)[C@@:33]3([CH3:38])[C@@H:24]([C@:25]4([CH3:51])[C@@H:30]([CH2:31][CH2:32]3)[C:29]([CH3:40])([CH3:39])[C:28]([C:41]3[CH:50]=[CH:49][C:44]([C:45]([O:47]C)=[O:46])=[CH:43][CH:42]=3)=[CH:27][CH2:26]4)[CH2:23][CH2:22]2)=[O:17])[C:13]1([CH3:59])[CH3:58])=[O:10])[C:2]1[CH:7]=[CH:6][CH:5]=[CH:4][CH:3]=1.O.[OH-].[Li+]. (8) Given the product [C:22]([C:24]1[CH:25]=[CH:26][C:27]([S:30]([N:7]2[CH2:6][CH2:5][N:4]([CH2:8][C:9]([NH:11][C:12]3[CH:21]=[CH:20][CH:19]=[C:18]4[C:13]=3[CH:14]=[CH:15][CH:16]=[N:17]4)=[O:10])[CH2:3][C@H:2]2[CH3:1])(=[O:32])=[O:31])=[CH:28][CH:29]=1)#[N:23], predict the reactants needed to synthesize it. The reactants are: [CH3:1][C@H:2]1[NH:7][CH2:6][CH2:5][N:4]([CH2:8][C:9]([NH:11][C:12]2[CH:21]=[CH:20][CH:19]=[C:18]3[C:13]=2[CH:14]=[CH:15][CH:16]=[N:17]3)=[O:10])[CH2:3]1.[C:22]([C:24]1[CH:29]=[CH:28][C:27]([S:30](Cl)(=[O:32])=[O:31])=[CH:26][CH:25]=1)#[N:23].